From a dataset of TCR-epitope binding with 47,182 pairs between 192 epitopes and 23,139 TCRs. Binary Classification. Given a T-cell receptor sequence (or CDR3 region) and an epitope sequence, predict whether binding occurs between them. (1) The epitope is GTSGSPIIDK. The TCR CDR3 sequence is CASSGSGTIEQFF. Result: 1 (the TCR binds to the epitope). (2) The epitope is LVLSVNPYV. The TCR CDR3 sequence is CASSLLGSGETQYF. Result: 0 (the TCR does not bind to the epitope). (3) The epitope is GTSGSPIVNR. The TCR CDR3 sequence is CASSWGSYEQFF. Result: 1 (the TCR binds to the epitope). (4) The epitope is RLRAEAQVK. The TCR CDR3 sequence is CASSMDRGSADTQYF. Result: 1 (the TCR binds to the epitope). (5) The epitope is NEGVKAAW. The TCR CDR3 sequence is CSASGGALSSYNEQFF. Result: 1 (the TCR binds to the epitope). (6) The epitope is IPSINVHHY. The TCR CDR3 sequence is CASKGQGARDGYTF. Result: 1 (the TCR binds to the epitope).